From a dataset of CYP2C9 inhibition data for predicting drug metabolism from PubChem BioAssay. Regression/Classification. Given a drug SMILES string, predict its absorption, distribution, metabolism, or excretion properties. Task type varies by dataset: regression for continuous measurements (e.g., permeability, clearance, half-life) or binary classification for categorical outcomes (e.g., BBB penetration, CYP inhibition). Dataset: cyp2c9_veith. The compound is COc1cccc([C@H]2Oc3ccc(OC)cc3/C(=N\O[C@@H]3O[C@H](COC(C)=O)[C@H](OC(C)=O)[C@H](OC(C)=O)[C@H]3OC(C)=O)[C@@H]2O)c1. The result is 0 (non-inhibitor).